From a dataset of Reaction yield outcomes from USPTO patents with 853,638 reactions. Predict the reaction yield, written as a fraction of the theoretical maximum amount of product (1.0 means a 100% yield; for example, 0.34 means a 34% yield). The reactants are [F:1][C:2]1[CH:17]=[C:16]([C:18]2[C:19]3[C:20]4[CH:33]=[CH:32][S:31][C:21]=4[C:22](=[O:30])[NH:23][C:24]=3[CH:25]=[CH:26][C:27]=2[O:28][CH3:29])[CH:15]=[CH:14][C:3]=1[CH2:4][CH2:5][NH:6][C:7](=[O:13])[O:8][C:9]([CH3:12])([CH3:11])[CH3:10].C1C(=O)N([Br:41])C(=O)C1. No catalyst specified. The product is [Br:41][C:25]1[C:24]2[NH:23][C:22](=[O:30])[C:21]3[S:31][CH:32]=[CH:33][C:20]=3[C:19]=2[C:18]([C:16]2[CH:15]=[CH:14][C:3]([CH2:4][CH2:5][NH:6][C:7](=[O:13])[O:8][C:9]([CH3:12])([CH3:11])[CH3:10])=[C:2]([F:1])[CH:17]=2)=[C:27]([O:28][CH3:29])[CH:26]=1. The yield is 0.700.